From a dataset of Catalyst prediction with 721,799 reactions and 888 catalyst types from USPTO. Predict which catalyst facilitates the given reaction. (1) Reactant: [F:1][C:2]1[CH:7]=[CH:6][C:5]([C:8]2[CH2:13][CH2:12][N:11]([C:14]3[N:19]=[CH:18][N:17]([CH2:20][C:21]4[CH:26]=[CH:25][C:24]([OH:27])=[CH:23][CH:22]=4)[C:16](=[O:28])[N:15]=3)[CH2:10][CH:9]=2)=[CH:4][CH:3]=1.C(N(CC)C(C)C)(C)C.[F:38][C:39]([F:52])([F:51])[S:40](O[S:40]([C:39]([F:52])([F:51])[F:38])(=[O:42])=[O:41])(=[O:42])=[O:41]. Product: [F:38][C:39]([F:52])([F:51])[S:40]([O:27][C:24]1[CH:23]=[CH:22][C:21]([CH2:20][N:17]2[CH:18]=[N:19][C:14]([N:11]3[CH2:12][CH2:13][C:8]([C:5]4[CH:6]=[CH:7][C:2]([F:1])=[CH:3][CH:4]=4)=[CH:9][CH2:10]3)=[N:15][C:16]2=[O:28])=[CH:26][CH:25]=1)(=[O:42])=[O:41]. The catalyst class is: 4. (2) Reactant: CO[C:3]([C:5]1[S:6][CH:7]=[CH:8][CH:9]=1)=[O:4].[CH3:10][N:11]([CH3:16])[S:12]([CH3:15])(=[O:14])=[O:13].[H-].[Na+]. Product: [CH3:10][N:11]([CH3:16])[S:12]([CH2:15][C:3]([C:5]1[S:6][CH:7]=[CH:8][CH:9]=1)=[O:4])(=[O:14])=[O:13]. The catalyst class is: 57. (3) Reactant: [OH:1][C:2]1[CH:7]=[CH:6][C:5]([C:8]([C:11]2[CH:16]=[CH:15][C:14]([OH:17])=[CH:13][CH:12]=2)([CH3:10])[CH3:9])=[CH:4][CH:3]=1.[C:18]1([OH:24])[CH:23]=[CH:22][CH:21]=[CH:20][CH:19]=1.CC(C)=O. Product: [CH3:10][C:8]([C:5]1[CH:4]=[CH:3][C:2]([OH:1])=[CH:7][CH:6]=1)([C:11]1[CH:16]=[CH:15][C:14]([OH:17])=[CH:13][CH:12]=1)[CH3:9].[C:18]1([OH:24])[CH:23]=[CH:22][CH:21]=[CH:20][CH:19]=1. The catalyst class is: 6.